Dataset: Full USPTO retrosynthesis dataset with 1.9M reactions from patents (1976-2016). Task: Predict the reactants needed to synthesize the given product. (1) Given the product [OH:1][CH:2]1[CH2:6][CH2:5][N:4]([C:7]([N:9]2[CH2:14][CH:13]([C:15]3[CH:16]=[CH:17][C:18]([O:21][C:22]([F:23])([F:25])[F:24])=[CH:19][CH:20]=3)[CH2:12][CH:11]([C:26]([OH:28])=[O:27])[CH2:10]2)=[O:8])[CH2:3]1, predict the reactants needed to synthesize it. The reactants are: [OH:1][CH:2]1[CH2:6][CH2:5][N:4]([C:7]([N:9]2[CH2:14][CH:13]([C:15]3[CH:20]=[CH:19][C:18]([O:21][C:22]([F:25])([F:24])[F:23])=[CH:17][CH:16]=3)[CH2:12][CH:11]([C:26]([O:28]C)=[O:27])[CH2:10]2)=[O:8])[CH2:3]1.CC(C)([O-])C.[K+]. (2) Given the product [F:1][C:2]([F:14])([F:13])[CH:3]([N:18]1[CH2:19][CH2:21][O:31][CH2:16][CH2:15]1)[C:5]1[CH:10]=[C:9]([I:11])[CH:8]=[CH:7][C:6]=1[F:12], predict the reactants needed to synthesize it. The reactants are: [F:1][C:2]([F:14])([F:13])[C:3]([C:5]1[CH:10]=[C:9]([I:11])[CH:8]=[CH:7][C:6]=1[F:12])=O.[CH:15]([N:18](CC)[CH:19]([CH3:21])C)(C)[CH3:16].[BH3-]C#N.[Na+].FC(F)(F)C(O)=[O:31].C([O-])(O)=O.[Na+]. (3) Given the product [CH3:15][CH:14]([N:5]1[C:1](=[O:11])[C:2]2[C:3](=[CH:7][CH:8]=[CH:9][CH:10]=2)[C:4]1=[O:6])[CH2:13][C:12]#[CH:17], predict the reactants needed to synthesize it. The reactants are: [C:1]1(=[O:11])[NH:5][C:4](=[O:6])[C:3]2=[CH:7][CH:8]=[CH:9][CH:10]=[C:2]12.[CH:12]1[CH:17]=C[C:15](P([C:13]2[CH:14]=[CH:15]C=[CH:17][CH:12]=2)[C:13]2[CH:14]=[CH:15]C=[CH:17][CH:12]=2)=[CH:14][CH:13]=1.OC(C)CC#C.CC(OC(/N=N/C(OC(C)C)=O)=O)C. (4) Given the product [CH:24]([C:26]1[CH:27]=[C:28]([C:2]2[CH:3]=[N:4][N:5]3[C:10]([C:11]4[CH:12]=[C:13]([NH:17][C:18](=[O:23])[CH2:19][CH:20]([CH3:22])[CH3:21])[CH:14]=[CH:15][CH:16]=4)=[CH:9][CH:8]=[N:7][C:6]=23)[CH:29]=[CH:30][C:31]=1[O:32][CH3:33])=[O:25], predict the reactants needed to synthesize it. The reactants are: Br[C:2]1[CH:3]=[N:4][N:5]2[C:10]([C:11]3[CH:12]=[C:13]([NH:17][C:18](=[O:23])[CH2:19][CH:20]([CH3:22])[CH3:21])[CH:14]=[CH:15][CH:16]=3)=[CH:9][CH:8]=[N:7][C:6]=12.[CH:24]([C:26]1[CH:27]=[C:28](B(O)O)[CH:29]=[CH:30][C:31]=1[O:32][CH3:33])=[O:25].